Dataset: Reaction yield outcomes from USPTO patents with 853,638 reactions. Task: Predict the reaction yield, written as a fraction of the theoretical maximum amount of product (1.0 means a 100% yield; for example, 0.34 means a 34% yield). (1) The reactants are [CH3:1][C:2]1[CH:7]=[C:6]([N+:8]([O-:10])=[O:9])[CH:5]=[CH:4][C:3]=1[OH:11].[F:12][C:13]1[CH:14]=[C:15]([CH:18]=[CH:19][CH:20]=1)[CH2:16]Br. No catalyst specified. The product is [F:12][C:13]1[CH:14]=[C:15]([CH:18]=[CH:19][CH:20]=1)[CH2:16][O:11][C:3]1[CH:4]=[CH:5][C:6]([N+:8]([O-:10])=[O:9])=[CH:7][C:2]=1[CH3:1]. The yield is 0.620. (2) The reactants are [N+:1]([C:4]1[CH:5]=[CH:6][C:7]2[N:8]([C:21](=[O:23])[CH3:22])[C:9]3[C:14]([S:15][C:16]=2[CH:17]=1)=[CH:13][C:12]([N+:18]([O-])=O)=[CH:11][CH:10]=3)([O-])=O.O.O.[Sn](Cl)Cl.C(=O)([O-])O.[Na+]. The catalyst is C(O)C. The product is [NH2:1][C:4]1[CH:5]=[CH:6][C:7]2[N:8]([C:21](=[O:23])[CH3:22])[C:9]3[C:14]([S:15][C:16]=2[CH:17]=1)=[CH:13][C:12]([NH2:18])=[CH:11][CH:10]=3. The yield is 1.00. (3) The reactants are C[O:2][C:3](=[O:14])[C:4]1[C:9]([O:10][CH3:11])=[CH:8][C:7]([O:12][CH3:13])=[N:6][CH:5]=1.C1COCC1.O.O[Li].O. The catalyst is CO. The product is [CH3:11][O:10][C:9]1[C:4]([C:3]([OH:14])=[O:2])=[CH:5][N:6]=[C:7]([O:12][CH3:13])[CH:8]=1. The yield is 0.930. (4) The reactants are C(OC([N:8]1[CH2:13][CH2:12][C:11]([C:15]2[CH:20]=[CH:19][C:18]([Cl:21])=[CH:17][CH:16]=2)(O)[CH:10]([OH:22])[CH2:9]1)=O)(C)(C)C.C(N(S(F)(F)[F:29])CC)C.CO. The catalyst is C(Cl)Cl. The product is [Cl:21][C:18]1[CH:19]=[CH:20][C:15]([C:11]2([F:29])[CH2:12][CH2:13][NH:8][CH2:9][CH:10]2[OH:22])=[CH:16][CH:17]=1. The yield is 0.240. (5) The reactants are [F:1][C:2]1[CH:3]=[C:4]2[NH:15][C@H:14]([C:16]3[CH:21]=[CH:20][C:19]([F:22])=[CH:18][CH:17]=3)[C@@H:13]([C:23]3[N:27]([CH3:28])[N:26]=[CH:25][N:24]=3)[C:6]3=[N:7][NH:8][C:9](=[O:12])[C:10]([CH:11]=1)=[C:5]23.[CH3:29][C:30]1[CH:31]=[CH:32][C:33]([S:36]([OH:39])(=[O:38])=[O:37])=[CH:34][CH:35]=1. The catalyst is C1COCC1. The product is [S:36]([C:33]1[CH:34]=[CH:35][C:30]([CH3:29])=[CH:31][CH:32]=1)([OH:39])(=[O:38])=[O:37].[F:1][C:2]1[CH:3]=[C:4]2[NH:15][C@H:14]([C:16]3[CH:21]=[CH:20][C:19]([F:22])=[CH:18][CH:17]=3)[C@@H:13]([C:23]3[N:27]([CH3:28])[N:26]=[CH:25][N:24]=3)[C:6]3=[N:7][NH:8][C:9](=[O:12])[C:10]([CH:11]=1)=[C:5]23. The yield is 0.917. (6) The reactants are [CH3:1][O:2][C:3]1[CH:8]=[CH:7][C:6]([S:9](Cl)(=[O:11])=[O:10])=[CH:5][CH:4]=1.[CH3:13][N:14]1[CH2:19][CH2:18][CH:17]([C:20]2[C:28]3[C:23](=[CH:24][CH:25]=[C:26]([OH:29])[CH:27]=3)[NH:22][CH:21]=2)[CH2:16][CH2:15]1.[OH-].[Na+]. No catalyst specified. The product is [CH3:13][N:14]1[CH2:19][CH2:18][CH:17]([C:20]2[C:28]3[C:23](=[CH:24][CH:25]=[C:26]([O:29][S:9]([C:6]4[CH:5]=[CH:4][C:3]([O:2][CH3:1])=[CH:8][CH:7]=4)(=[O:11])=[O:10])[CH:27]=3)[NH:22][CH:21]=2)[CH2:16][CH2:15]1. The yield is 0.490. (7) The reactants are FC1C=CC([C:8]([C:10]2[CH:11]=[N:12][CH:13]=[C:14]([C@@H:16]3[CH2:20][CH2:19][CH2:18][N:17]3[C@@H](C3C=CC(OC)=CC=3)C)[CH:15]=2)=[O:9])=CC=1. The catalyst is C(O)(C(F)(F)F)=O. The product is [NH:17]1[CH2:18][CH2:19][CH2:20][C@H:16]1[C:14]1[CH:15]=[C:10]([CH:8]=[O:9])[CH:11]=[N:12][CH:13]=1. The yield is 0.710. (8) The product is [CH:1]1([C:7]2[N:12]3[N:13]=[CH:14][C:15]([C:16]([OH:18])=[O:17])=[C:11]3[N:10]=[CH:9][C:8]=2[C:19]2[CH:24]=[CH:23][C:22]([S:25]([CH3:26])=[O:32])=[CH:21][CH:20]=2)[CH2:2][CH2:3][CH2:4][CH2:5][CH2:6]1. The yield is 0.690. The reactants are [CH:1]1([C:7]2[N:12]3[N:13]=[CH:14][C:15]([C:16]([OH:18])=[O:17])=[C:11]3[N:10]=[CH:9][C:8]=2[C:19]2[CH:24]=[CH:23][C:22]([S:25][CH3:26])=[CH:21][CH:20]=2)[CH2:6][CH2:5][CH2:4][CH2:3][CH2:2]1.ClC1C=C(C=CC=1)C(OO)=[O:32]. The catalyst is C(Cl)(Cl)Cl. (9) The reactants are C([O:3][C:4]([C:6]1[C:10]2[CH:11]=[CH:12][C:13]([C:15]3[CH:16]=[C:17]([CH3:21])[CH:18]=[CH:19][CH:20]=3)=[CH:14][C:9]=2[O:8][C:7]=1[C:22](=[O:31])[C:23]1[CH:28]=[CH:27][C:26]([Cl:29])=[CH:25][C:24]=1[Cl:30])=[O:5])C.[OH-].[K+].Cl. The catalyst is CO.O.C1COCC1. The product is [Cl:30][C:24]1[CH:25]=[C:26]([Cl:29])[CH:27]=[CH:28][C:23]=1[C:22]([C:7]1[O:8][C:9]2[CH:14]=[C:13]([C:15]3[CH:16]=[C:17]([CH3:21])[CH:18]=[CH:19][CH:20]=3)[CH:12]=[CH:11][C:10]=2[C:6]=1[C:4]([OH:5])=[O:3])=[O:31]. The yield is 0.800. (10) The reactants are [CH3:1][C:2]1[NH:6][C:5]2[C:7]([C:17]([O:19]C)=[O:18])=[CH:8][C:9]([N:11]3[CH2:16][CH2:15][O:14][CH2:13][CH2:12]3)=[CH:10][C:4]=2[N:3]=1.Br[CH2:22][C:23]1[CH:28]=[CH:27][CH:26]=[C:25]([Cl:29])[CH:24]=1.C(=O)([O-])[O-].[K+].[K+].[OH-].[Li+]. The catalyst is CN(C)C=O.O1CCCC1.O. The product is [Cl:29][C:25]1[CH:24]=[C:23]([CH2:22][N:3]2[C:4]3[CH:10]=[C:9]([N:11]4[CH2:16][CH2:15][O:14][CH2:13][CH2:12]4)[CH:8]=[C:7]([C:17]([OH:19])=[O:18])[C:5]=3[N:6]=[C:2]2[CH3:1])[CH:28]=[CH:27][CH:26]=1. The yield is 0.134.